Dataset: Forward reaction prediction with 1.9M reactions from USPTO patents (1976-2016). Task: Predict the product of the given reaction. (1) The product is: [Cl:1][C:2]1[C:11]2[C:6](=[CH:7][CH:8]=[C:9]([C:30]#[CH:31])[CH:10]=2)[N:5]=[C:4]([N:17]2[CH2:23][C:22]3[CH:24]=[CH:25][CH:26]=[CH:27][C:21]=3[S:20](=[O:29])(=[O:28])[CH2:19][CH2:18]2)[CH:3]=1. Given the reactants [Cl:1][C:2]1[C:11]2[C:6](=[CH:7][CH:8]=[C:9](OC(F)(F)F)[CH:10]=2)[N:5]=[C:4]([N:17]2[CH2:23][C:22]3[CH:24]=[CH:25][CH:26]=[CH:27][C:21]=3[S:20](=[O:29])(=[O:28])[CH2:19][CH2:18]2)[CH:3]=1.[CH2:30]([Sn](CCCC)(CCCC)C#C)[CH2:31]CC, predict the reaction product. (2) Given the reactants N(OC(C)(C)C)=O.[Br:8][C:9]1[C:10]([CH3:26])=[C:11]([C:16]2[CH:21]=[CH:20][CH:19]=[C:18]([C:22]([F:25])([F:24])[F:23])[CH:17]=2)[C:12](N)=[N:13][CH:14]=1.[ClH:27], predict the reaction product. The product is: [Br:8][C:9]1[C:10]([CH3:26])=[C:11]([C:16]2[CH:21]=[CH:20][CH:19]=[C:18]([C:22]([F:25])([F:24])[F:23])[CH:17]=2)[C:12]([Cl:27])=[N:13][CH:14]=1.